Dataset: Forward reaction prediction with 1.9M reactions from USPTO patents (1976-2016). Task: Predict the product of the given reaction. (1) The product is: [N:35]1([CH2:31][C:29]2[CH:28]=[N:27][N:26]([C:24]3[C:23]([CH3:33])=[CH:22][N:21]=[C:20]([NH:19][C:4]4[C:3]([O:2][CH3:1])=[CH:8][C:7]([N:9]5[CH2:15][CH2:14][CH2:13][O:12][CH2:11][CH2:10]5)=[C:6]([NH:16][C:3](=[O:2])[CH:4]=[CH2:5])[CH:5]=4)[N:25]=3)[CH:30]=2)[CH2:38][CH2:37][CH2:36]1. Given the reactants [CH3:1][O:2][C:3]1[CH:8]=[C:7]([N:9]2[CH2:15][CH2:14][CH2:13][O:12][CH2:11][CH2:10]2)[C:6]([N+:16]([O-])=O)=[CH:5][C:4]=1[NH:19][C:20]1[N:25]=[C:24]([N:26]2[CH:30]=[C:29]([CH:31]=O)[CH:28]=[N:27]2)[C:23]([CH3:33])=[CH:22][N:21]=1.Cl.[NH:35]1[CH2:38][CH2:37][CH2:36]1, predict the reaction product. (2) Given the reactants Br[C:2]1[C:3]([C:17]([NH:19][CH:20]2[CH2:24][CH2:23][CH2:22][CH2:21]2)=[O:18])=[N:4][O:5][C:6]=1[C:7]1[CH:12]=[CH:11][C:10]([C:13]([F:16])([F:15])[F:14])=[CH:9][CH:8]=1.[Li]CCCC.[CH3:30][C:31]([CH3:33])=[O:32].CC(C)=O.C(=O)=O, predict the reaction product. The product is: [CH:20]1([NH:19][C:17]([C:3]2[C:2]([C:31]([OH:32])([CH3:33])[CH3:30])=[C:6]([C:7]3[CH:12]=[CH:11][C:10]([C:13]([F:16])([F:15])[F:14])=[CH:9][CH:8]=3)[O:5][N:4]=2)=[O:18])[CH2:24][CH2:23][CH2:22][CH2:21]1. (3) Given the reactants C(OC([N:8]1[C:12]([CH3:14])([CH3:13])[CH2:11][C:10](=[O:15])[N:9]1[C:16]1[N:21]=[CH:20][C:19]([C:22]#[C:23][C:24]2[CH:29]=[CH:28][CH:27]=[C:26]([F:30])[CH:25]=2)=[CH:18][N:17]=1)=O)(C)(C)C.C(O)(C(F)(F)F)=O, predict the reaction product. The product is: [F:30][C:26]1[CH:25]=[C:24]([C:23]#[C:22][C:19]2[CH:20]=[N:21][C:16]([N:9]3[C:10](=[O:15])[CH2:11][C:12]([CH3:14])([CH3:13])[NH:8]3)=[N:17][CH:18]=2)[CH:29]=[CH:28][CH:27]=1. (4) Given the reactants CS([Cl:5])(=O)=O.[CH2:6]([O:8][C:9]1[CH:14]=[C:13]([CH2:15]O)[CH:12]=[C:11]([O:17][CH2:18][CH3:19])[C:10]=1[C:20]1[CH:25]=[CH:24][C:23]([F:26])=[CH:22][CH:21]=1)[CH3:7].C(N(CC)CC)C, predict the reaction product. The product is: [Cl:5][CH2:15][C:13]1[CH:14]=[C:9]([O:8][CH2:6][CH3:7])[C:10]([C:20]2[CH:25]=[CH:24][C:23]([F:26])=[CH:22][CH:21]=2)=[C:11]([O:17][CH2:18][CH3:19])[CH:12]=1.